This data is from Forward reaction prediction with 1.9M reactions from USPTO patents (1976-2016). The task is: Predict the product of the given reaction. Given the reactants Cl[CH2:2][C:3]1[C:4]2[N:5]([CH:9]=[CH:10][N:11]=2)[CH:6]=[CH:7][CH:8]=1.[OH:12][C:13]1[CH:20]=[CH:19][C:18]([O:21][CH3:22])=[CH:17][C:14]=1[CH:15]=[O:16].C(=O)([O-])[O-].[K+].[K+], predict the reaction product. The product is: [N:11]1[CH:10]=[CH:9][N:5]2[CH:6]=[CH:7][CH:8]=[C:3]([CH2:2][O:12][C:13]3[CH:20]=[CH:19][C:18]([O:21][CH3:22])=[CH:17][C:14]=3[CH:15]=[O:16])[C:4]=12.